This data is from Catalyst prediction with 721,799 reactions and 888 catalyst types from USPTO. The task is: Predict which catalyst facilitates the given reaction. (1) The catalyst class is: 830. Reactant: C=O.[CH3:3][N:4]([CH2:9][C:10]#[CH:11])[CH2:5][CH2:6][C:7]#[N:8].C([C:14]1[CH:23]=[CH:22][C:21]2[NH:20][C:19](=[O:24])[C:18]3[NH:25][CH:26]=[CH:27][C:17]=3[C:16]=2[CH:15]=1)#C.[CH2:28]([C:30]([O-:32])=[O:31])[CH3:29]. Product: [C:7]([CH2:6][CH2:5][N:4]([CH3:3])[CH2:9][C:10]#[C:11][C:14]1[CH:23]=[CH:22][C:21]2[NH:20][C:19](=[O:24])[C:18]3[NH:25][CH:26]=[CH:27][C:17]=3[C:16]=2[CH:15]=1)#[N:8].[CH2:28]([C:30]([O-:32])=[O:31])[CH3:29]. (2) Reactant: [OH:1][C@@H:2]1[CH2:6][CH2:5][N:4]([C:7]([O:9][C:10]([CH3:13])([CH3:12])[CH3:11])=[O:8])[CH2:3]1.[OH-].[Na+].Br[CH2:17][C:18]([O:20][CH2:21][CH3:22])=[O:19].O. Product: [CH2:21]([O:20][C:18](=[O:19])[CH2:17][O:1][C@@H:2]1[CH2:6][CH2:5][N:4]([C:7]([O:9][C:10]([CH3:13])([CH3:12])[CH3:11])=[O:8])[CH2:3]1)[CH3:22]. The catalyst class is: 49. (3) Reactant: [Br:1][C:2]1[CH:3]=[C:4]2[C:10]([C:11]3[NH:15][C:14]4[CH:16]=[CH:17][CH:18]=[C:19]([CH2:20][O:21][CH3:22])[C:13]=4[N:12]=3)=[N:9][NH:8][C:5]2=[N:6][CH:7]=1.[H-].[Na+].[CH3:25][Si:26]([CH2:29][CH2:30][O:31][CH2:32]Cl)([CH3:28])[CH3:27]. The catalyst class is: 1. Product: [Br:1][C:2]1[CH:3]=[C:4]2[C:10]([C:11]3[N:15]([CH2:32][O:31][CH2:30][CH2:29][Si:26]([CH3:28])([CH3:27])[CH3:25])[C:14]4[CH:16]=[CH:17][CH:18]=[C:19]([CH2:20][O:21][CH3:22])[C:13]=4[N:12]=3)=[N:9][N:8]([CH2:32][O:31][CH2:30][CH2:29][Si:26]([CH3:28])([CH3:27])[CH3:25])[C:5]2=[N:6][CH:7]=1. (4) Reactant: [Cl:1][C:2]1[C:3]([N:11]([CH2:13][C:14]2[CH:15]=[C:16]([CH:21]=[CH:22][CH:23]=2)[C:17]([O:19][CH3:20])=[O:18])[CH3:12])=[N:4][CH:5]=[C:6]([N+:8]([O-])=O)[CH:7]=1.S(S([O-])=O)([O-])=O.[Na+].[Na+]. Product: [NH2:8][C:6]1[CH:7]=[C:2]([Cl:1])[C:3]([N:11]([CH2:13][C:14]2[CH:15]=[C:16]([CH:21]=[CH:22][CH:23]=2)[C:17]([O:19][CH3:20])=[O:18])[CH3:12])=[N:4][CH:5]=1. The catalyst class is: 24. (5) Reactant: [F:1][C:2]1[C:27]([F:28])=[CH:26][CH:25]=[CH:24][C:3]=1[CH2:4][S:5][C:6]1[N:7]=[C:8]([NH:16][C@@H:17]([CH2:22][OH:23])[CH2:18][CH:19]([CH3:21])[CH3:20])[C:9]2[S:14][C:13](=[O:15])[NH:12][C:10]=2[N:11]=1.S([O-])(O[O-])(=O)=[O:30].[K+].[K+].S([O-])([O-])(=O)=S.[Na+].[Na+].[OH2:44]. Product: [F:1][C:2]1[C:27]([F:28])=[CH:26][CH:25]=[CH:24][C:3]=1[CH2:4][S:5]([C:6]1[N:7]=[C:8]([NH:16][C@@H:17]([CH2:22][OH:23])[CH2:18][CH:19]([CH3:21])[CH3:20])[C:9]2[S:14][C:13](=[O:15])[NH:12][C:10]=2[N:11]=1)(=[O:30])=[O:44]. The catalyst class is: 23. (6) Reactant: I[C:2]1[CH:3]=[C:4]([CH:12]=[CH:13][CH:14]=1)[C:5]([O:7][C:8]([CH3:11])([CH3:10])[CH3:9])=[O:6].[I-].[CH3:16][O:17][C:18]([CH2:20][CH2:21][CH2:22][Zn+])=[O:19]. Product: [C:8]([O:7][C:5]([C:4]1[CH:3]=[C:2]([CH2:22][CH2:21][CH2:20][C:18]([O:17][CH3:16])=[O:19])[CH:14]=[CH:13][CH:12]=1)=[O:6])([CH3:11])([CH3:10])[CH3:9]. The catalyst class is: 176. (7) Reactant: [CH2:1]([Li])[CH3:2].C1C=CC=CC=1.C1CCCCC1.[N:16]12[CH2:23][CH2:22][CH:19]([CH2:20][CH2:21]1)[C:18](=[O:24])[CH2:17]2. Product: [CH2:1]([C:18]1([OH:24])[CH:19]2[CH2:22][CH2:23][N:16]([CH2:21][CH2:20]2)[CH2:17]1)[CH3:2]. The catalyst class is: 7. (8) Reactant: [C:1]([O:5][C:6](=[O:37])/[CH:7]=[CH:8]/[C:9]1[CH:14]=[CH:13][C:12]([N:15]2[CH2:19][C:18](=[O:20])[N:17]([CH2:21][CH2:22][Si:23]([CH3:26])([CH3:25])[CH3:24])[S:16]2(=[O:28])=[O:27])=[C:11]([O:29][CH2:30][C:31]2[CH:36]=[CH:35][CH:34]=[CH:33][CH:32]=2)[CH:10]=1)([CH3:4])([CH3:3])[CH3:2]. Product: [C:1]([O:5][C:6](=[O:37])[CH2:7][CH2:8][C:9]1[CH:14]=[CH:13][C:12]([N:15]2[CH2:19][C:18](=[O:20])[N:17]([CH2:21][CH2:22][Si:23]([CH3:26])([CH3:25])[CH3:24])[S:16]2(=[O:28])=[O:27])=[C:11]([O:29][CH2:30][C:31]2[CH:36]=[CH:35][CH:34]=[CH:33][CH:32]=2)[CH:10]=1)([CH3:4])([CH3:2])[CH3:3]. The catalyst class is: 553. (9) Reactant: C[O:2][C:3](=O)[C:4]([CH3:42])([CH3:41])[CH2:5][C@H:6]1[C@@:10]([C:13]2[CH:18]=[CH:17][C:16]([Cl:19])=[CH:15][C:14]=2[F:20])([C:11]#[N:12])[C@@H:9]([C:21]2[CH:26]=[CH:25][CH:24]=[C:23]([Cl:27])[C:22]=2[F:28])[C@H:8]([C:29](=[O:40])[NH:30][CH2:31][CH2:32][C@H:33]2[CH2:37][O:36][C:35]([CH3:39])([CH3:38])[O:34]2)[NH:7]1.O[Li].O. Product: [CH3:38][C:35]1([CH3:39])[O:34][C@@H:33]([CH2:32][CH2:31][NH:30][C:29]([CH:8]2[N:7]3[CH:6]([CH2:5][C:4]([CH3:41])([CH3:42])[C:3]3=[O:2])[C:10]([C:13]3[CH:18]=[CH:17][C:16]([Cl:19])=[CH:15][C:14]=3[F:20])([C:11]#[N:12])[CH:9]2[C:21]2[CH:26]=[CH:25][CH:24]=[C:23]([Cl:27])[C:22]=2[F:28])=[O:40])[CH2:37][O:36]1. The catalyst class is: 7. (10) Reactant: [CH3:1][C:2]1([CH3:14])[C:6]([CH3:8])([CH3:7])[O:5][B:4]([C:9]2[CH:13]=[CH:12][NH:11][N:10]=2)[O:3]1.[H-].[Na+].I[CH:18]([CH3:20])[CH3:19]. Product: [CH:18]([N:11]1[CH:12]=[CH:13][C:9]([B:4]2[O:5][C:6]([CH3:7])([CH3:8])[C:2]([CH3:14])([CH3:1])[O:3]2)=[N:10]1)([CH3:20])[CH3:19]. The catalyst class is: 35.